Dataset: Catalyst prediction with 721,799 reactions and 888 catalyst types from USPTO. Task: Predict which catalyst facilitates the given reaction. Reactant: [F:1][C:2]1([F:13])[C:11](=[O:12])[N:5]2C(C)(C)[O:7][CH2:8][C@@H:4]2[CH2:3]1.Cl. Product: [F:1][C:2]1([F:13])[CH2:3][C@@H:4]([CH2:8][OH:7])[NH:5][C:11]1=[O:12]. The catalyst class is: 71.